This data is from Reaction yield outcomes from USPTO patents with 853,638 reactions. The task is: Predict the reaction yield, written as a fraction of the theoretical maximum amount of product (1.0 means a 100% yield; for example, 0.34 means a 34% yield). (1) The reactants are [CH2:1]([O:8][C:9](=[O:32])[CH2:10][C@@H:11](NC(OC(C)(C)C)=O)[C:12]([NH:14][C@H:15]([C:20](=[O:23])NC)[C:16]([CH3:19])([CH3:18])[CH3:17])=[O:13])[C:2]1[CH:7]=[CH:6][CH:5]=[CH:4][CH:3]=1.C(OC(=O)C[C@@H]([C:47]1[CH:51]=[CH:50][N:49]([C:52]2[CH:57]=[CH:56][C:55]([C:58]3[CH:63]=[CH:62][C:61]([C:64]#[N:65])=[CH:60][CH:59]=3)=[CH:54][CH:53]=2)[CH:48]=1)C(O)=O)C1C=CC=CC=1.N[C@@H]1C(C)(C)C[O:70]C1=O.CN(C(ON1N=NC2C=CC=CC1=2)=[N+](C)C)C.[B-](F)(F)(F)F.CN1CCOCC1. No catalyst specified. The product is [CH2:1]([O:8][C:9](=[O:32])[CH2:10][C@@H:11]([C:51]1[CH:47]=[CH:48][N:49]([C:52]2[CH:53]=[CH:54][C:55]([C:58]3[CH:63]=[CH:62][C:61]([C:64]#[N:65])=[CH:60][CH:59]=3)=[CH:56][CH:57]=2)[CH:50]=1)[C:12]([NH:14][C@H:15]1[C:16]([CH3:17])([CH3:18])[CH2:19][O:70][C:20]1=[O:23])=[O:13])[C:2]1[CH:3]=[CH:4][CH:5]=[CH:6][CH:7]=1. The yield is 0.290. (2) The reactants are [F:1][C:2]([F:7])([F:6])[C:3]([OH:5])=[O:4].[CH:8]([NH:11][C@@H:12]1[CH2:17][CH2:16][C@H:15]([N:18]2[CH2:22][CH2:21][CH:20]([C:23]3[NH:27][C:26]4[C:28]([C:32]([F:35])([F:34])[F:33])=[CH:29][CH:30]=[CH:31][C:25]=4[N:24]=3)[C:19]2=[O:36])[C@H:14]([CH2:37][S:38]([C:41]2[CH:46]=[CH:45][CH:44]=[CH:43][CH:42]=2)(=[O:40])=[O:39])[CH2:13]1)([CH3:10])[CH3:9].[CH:47](=O)[CH3:48].C(O)(=O)C.C(O[BH-](OC(=O)C)OC(=O)C)(=O)C.[Na+]. The catalyst is ClCCCl.CCOC(C)=O. The product is [F:1][C:2]([F:7])([F:6])[C:3]([OH:5])=[O:4].[CH:8]([N:11]([CH2:47][CH3:48])[C@@H:12]1[CH2:17][CH2:16][C@H:15]([N:18]2[CH2:22][CH2:21][CH:20]([C:23]3[NH:27][C:26]4[C:28]([C:32]([F:35])([F:33])[F:34])=[CH:29][CH:30]=[CH:31][C:25]=4[N:24]=3)[C:19]2=[O:36])[C@H:14]([CH2:37][S:38]([C:41]2[CH:46]=[CH:45][CH:44]=[CH:43][CH:42]=2)(=[O:39])=[O:40])[CH2:13]1)([CH3:10])[CH3:9]. The yield is 0.340. (3) The reactants are [CH:1]([CH:3]1[CH2:8][CH2:7][N:6]([C:9]([O:11][C:12]([CH3:15])([CH3:14])[CH3:13])=[O:10])[CH2:5][CH2:4]1)=O.[OH-].[K+].[CH3:18][C:19](=[O:22])[CH:20]=[CH2:21]. The product is [O:22]=[C:19]1[CH2:20][CH2:21][C:3]2([CH2:8][CH2:7][N:6]([C:9]([O:11][C:12]([CH3:15])([CH3:14])[CH3:13])=[O:10])[CH2:5][CH2:4]2)[CH:1]=[CH:18]1. The yield is 0.418. The catalyst is CCO. (4) The product is [CH:18]([O:7][C:8]1[C:9]([CH3:17])=[C:10]([CH:14]=[CH:15][CH:16]=1)[C:11]([O:13][CH:26]([CH3:27])[CH3:1])=[O:12])([CH3:20])[CH3:19]. The catalyst is O. The reactants are [C:1](=O)([O-])[O-].[Cs+].[Cs+].[OH:7][C:8]1[C:9]([CH3:17])=[C:10]([CH:14]=[CH:15][CH:16]=1)[C:11]([OH:13])=[O:12].[CH:18](I)([CH3:20])[CH3:19].O1[CH2:27][CH2:26]OCC1. The yield is 0.320. (5) The reactants are FC(F)(F)C(O)=O.[C:8]1([C:14]2[CH:19]=[C:18]([CH:20]3[CH2:25][CH2:24][NH:23][CH2:22][CH2:21]3)[CH:17]=[CH:16][C:15]=2[NH:26][C:27]([C:29]2[NH:30][CH:31]=[C:32]([C:34]#[N:35])[N:33]=2)=[O:28])[CH2:13][CH2:12][CH2:11][CH2:10][CH:9]=1.CCN(CC)CC.Cl.[C:44](Cl)(=[O:51])[C:45]1[CH:50]=[CH:49][CH:48]=[N:47][CH:46]=1.CO. The catalyst is C(Cl)Cl.CCOC(C)=O. The product is [C:8]1([C:14]2[CH:19]=[C:18]([CH:20]3[CH2:21][CH2:22][N:23]([C:44]([C:45]4[CH:46]=[N:47][CH:48]=[CH:49][CH:50]=4)=[O:51])[CH2:24][CH2:25]3)[CH:17]=[CH:16][C:15]=2[NH:26][C:27]([C:29]2[NH:30][CH:31]=[C:32]([C:34]#[N:35])[N:33]=2)=[O:28])[CH2:13][CH2:12][CH2:11][CH2:10][CH:9]=1. The yield is 0.830. (6) The reactants are [C:1]1([C:7](Cl)([C:14]2[CH:19]=[CH:18][CH:17]=[CH:16][CH:15]=2)[C:8]2[CH:13]=[CH:12][CH:11]=[CH:10][CH:9]=2)[CH:6]=[CH:5][CH:4]=[CH:3][CH:2]=1.C(N(CC)CC)C.[CH2:28]([O:35][CH2:36][CH:37]([OH:40])[CH2:38][OH:39])[C:29]1[CH:34]=[CH:33][CH:32]=[CH:31][CH:30]=1. The catalyst is C(O)(C)(C)C. The product is [CH2:28]([O:35][CH2:36][CH:37]([CH2:38][O:39][C:7]([C:14]1[CH:19]=[CH:18][CH:17]=[CH:16][CH:15]=1)([C:8]1[CH:13]=[CH:12][CH:11]=[CH:10][CH:9]=1)[C:1]1[CH:6]=[CH:5][CH:4]=[CH:3][CH:2]=1)[OH:40])[C:29]1[CH:34]=[CH:33][CH:32]=[CH:31][CH:30]=1. The yield is 0.750.